The task is: Regression. Given two drug SMILES strings and cell line genomic features, predict the synergy score measuring deviation from expected non-interaction effect.. This data is from NCI-60 drug combinations with 297,098 pairs across 59 cell lines. (1) Drug 1: C1=NNC2=C1C(=O)NC=N2. Drug 2: C1CCC(C(C1)N)N.C(=O)(C(=O)[O-])[O-].[Pt+4]. Cell line: CAKI-1. Synergy scores: CSS=17.9, Synergy_ZIP=-1.41, Synergy_Bliss=2.99, Synergy_Loewe=-8.02, Synergy_HSA=-0.639. (2) Drug 2: CN(CC1=CN=C2C(=N1)C(=NC(=N2)N)N)C3=CC=C(C=C3)C(=O)NC(CCC(=O)O)C(=O)O. Cell line: CCRF-CEM. Synergy scores: CSS=65.2, Synergy_ZIP=-2.66, Synergy_Bliss=-2.74, Synergy_Loewe=-2.10, Synergy_HSA=1.12. Drug 1: COC1=CC(=CC(=C1O)OC)C2C3C(COC3=O)C(C4=CC5=C(C=C24)OCO5)OC6C(C(C7C(O6)COC(O7)C8=CC=CS8)O)O. (3) Cell line: MALME-3M. Synergy scores: CSS=60.9, Synergy_ZIP=3.37, Synergy_Bliss=1.21, Synergy_Loewe=5.20, Synergy_HSA=6.40. Drug 1: CCCS(=O)(=O)NC1=C(C(=C(C=C1)F)C(=O)C2=CNC3=C2C=C(C=N3)C4=CC=C(C=C4)Cl)F. Drug 2: CC1=C2C(C(=O)C3(C(CC4C(C3C(C(C2(C)C)(CC1OC(=O)C(C(C5=CC=CC=C5)NC(=O)OC(C)(C)C)O)O)OC(=O)C6=CC=CC=C6)(CO4)OC(=O)C)O)C)O. (4) Drug 1: CNC(=O)C1=CC=CC=C1SC2=CC3=C(C=C2)C(=NN3)C=CC4=CC=CC=N4. Drug 2: C1=NC(=NC(=O)N1C2C(C(C(O2)CO)O)O)N. Cell line: NCI/ADR-RES. Synergy scores: CSS=0.964, Synergy_ZIP=-0.0288, Synergy_Bliss=-0.382, Synergy_Loewe=-3.16, Synergy_HSA=-2.17. (5) Cell line: SK-OV-3. Synergy scores: CSS=25.6, Synergy_ZIP=-1.24, Synergy_Bliss=1.36, Synergy_Loewe=-4.90, Synergy_HSA=-2.04. Drug 1: C1C(C(OC1N2C=NC3=C(N=C(N=C32)Cl)N)CO)O. Drug 2: CCCCC(=O)OCC(=O)C1(CC(C2=C(C1)C(=C3C(=C2O)C(=O)C4=C(C3=O)C=CC=C4OC)O)OC5CC(C(C(O5)C)O)NC(=O)C(F)(F)F)O. (6) Drug 1: C1=C(C(=O)NC(=O)N1)N(CCCl)CCCl. Drug 2: CN(CCCl)CCCl.Cl. Cell line: BT-549. Synergy scores: CSS=8.55, Synergy_ZIP=-10.8, Synergy_Bliss=-11.9, Synergy_Loewe=-13.7, Synergy_HSA=-11.6.